This data is from NCI-60 drug combinations with 297,098 pairs across 59 cell lines. The task is: Regression. Given two drug SMILES strings and cell line genomic features, predict the synergy score measuring deviation from expected non-interaction effect. (1) Drug 1: CC1CCC2CC(C(=CC=CC=CC(CC(C(=O)C(C(C(=CC(C(=O)CC(OC(=O)C3CCCCN3C(=O)C(=O)C1(O2)O)C(C)CC4CCC(C(C4)OC)OCCO)C)C)O)OC)C)C)C)OC. Drug 2: CCN(CC)CCCC(C)NC1=C2C=C(C=CC2=NC3=C1C=CC(=C3)Cl)OC. Cell line: NCIH23. Synergy scores: CSS=12.3, Synergy_ZIP=-8.72, Synergy_Bliss=-0.129, Synergy_Loewe=-5.64, Synergy_HSA=0.0499. (2) Drug 1: CCC1=C2CN3C(=CC4=C(C3=O)COC(=O)C4(CC)O)C2=NC5=C1C=C(C=C5)O. Drug 2: CS(=O)(=O)OCCCCOS(=O)(=O)C. Cell line: CCRF-CEM. Synergy scores: CSS=71.4, Synergy_ZIP=-0.823, Synergy_Bliss=2.21, Synergy_Loewe=-8.31, Synergy_HSA=2.45. (3) Drug 1: CCCS(=O)(=O)NC1=C(C(=C(C=C1)F)C(=O)C2=CNC3=C2C=C(C=N3)C4=CC=C(C=C4)Cl)F. Drug 2: CC12CCC3C(C1CCC2OP(=O)(O)O)CCC4=C3C=CC(=C4)OC(=O)N(CCCl)CCCl.[Na+]. Cell line: NCI-H522. Synergy scores: CSS=-0.429, Synergy_ZIP=-5.42, Synergy_Bliss=-11.8, Synergy_Loewe=-14.1, Synergy_HSA=-12.4. (4) Drug 1: CN(C)N=NC1=C(NC=N1)C(=O)N. Drug 2: CCC(=C(C1=CC=CC=C1)C2=CC=C(C=C2)OCCN(C)C)C3=CC=CC=C3.C(C(=O)O)C(CC(=O)O)(C(=O)O)O. Cell line: T-47D. Synergy scores: CSS=6.35, Synergy_ZIP=-3.15, Synergy_Bliss=-2.95, Synergy_Loewe=-8.94, Synergy_HSA=-2.89. (5) Drug 1: CN1CCC(CC1)COC2=C(C=C3C(=C2)N=CN=C3NC4=C(C=C(C=C4)Br)F)OC. Drug 2: CN(C)N=NC1=C(NC=N1)C(=O)N. Cell line: SK-OV-3. Synergy scores: CSS=17.2, Synergy_ZIP=-2.09, Synergy_Bliss=1.79, Synergy_Loewe=-9.23, Synergy_HSA=2.57. (6) Drug 1: CC1C(C(CC(O1)OC2CC(CC3=C2C(=C4C(=C3O)C(=O)C5=C(C4=O)C(=CC=C5)OC)O)(C(=O)CO)O)N)O.Cl. Drug 2: C1CC(=O)NC(=O)C1N2C(=O)C3=CC=CC=C3C2=O. Cell line: HL-60(TB). Synergy scores: CSS=39.2, Synergy_ZIP=11.0, Synergy_Bliss=14.0, Synergy_Loewe=-1.64, Synergy_HSA=13.4.